From a dataset of Full USPTO retrosynthesis dataset with 1.9M reactions from patents (1976-2016). Predict the reactants needed to synthesize the given product. (1) Given the product [Cl:1][C:2]1[CH:7]=[CH:6][C:5]([CH:8]([N:16]2[C:12](=[O:22])[C:13]3[C:14](=[CH:18][CH:19]=[CH:20][CH:21]=3)[C:15]2=[O:17])[CH3:9])=[CH:4][C:3]=1[F:11], predict the reactants needed to synthesize it. The reactants are: [Cl:1][C:2]1[CH:7]=[CH:6][C:5]([CH:8](O)[CH3:9])=[CH:4][C:3]=1[F:11].[C:12]1(=[O:22])[NH:16][C:15](=[O:17])[C:14]2=[CH:18][CH:19]=[CH:20][CH:21]=[C:13]12.C1(P(C2C=CC=CC=2)C2C=CC=CC=2)C=CC=CC=1.N(C(OC(C)C)=O)=NC(OC(C)C)=O. (2) The reactants are: [C:1]([CH2:3][C@@H:4]([OH:16])[CH2:5][C@@H:6]([OH:15])[CH2:7][C:8]([O:10][C:11]([CH3:14])([CH3:13])[CH3:12])=[O:9])#[N:2].C(C[C@H](O)C[C@@H](O)CC(OC(C)(C)C)=O)#N. Given the product [C:1]([CH2:3][C@@H:4]([OH:16])[CH2:5][C:6](=[O:15])[CH2:7][C:8]([O:10][C:11]([CH3:12])([CH3:13])[CH3:14])=[O:9])#[N:2], predict the reactants needed to synthesize it. (3) Given the product [CH3:34][C:27]1[N:26]=[C:25]([NH:24][C@@H:21]([CH2:20][S:19]([CH2:12][C:13]2[CH:18]=[CH:17][CH:16]=[CH:15][CH:14]=2)=[O:9])[CH2:22][OH:23])[CH:30]=[CH:29][C:28]=1[N+:31]([O-:33])=[O:32], predict the reactants needed to synthesize it. The reactants are: C1C=C(Cl)C=C(C(OO)=[O:9])C=1.[CH2:12]([S:19][CH2:20][C@H:21]([NH:24][C:25]1[CH:30]=[CH:29][C:28]([N+:31]([O-:33])=[O:32])=[C:27]([CH3:34])[N:26]=1)[CH2:22][OH:23])[C:13]1[CH:18]=[CH:17][CH:16]=[CH:15][CH:14]=1. (4) Given the product [C:1]([O:5][C:6]([N:8]1[CH:13]([CH2:14][C:15](=[O:18])[C:16]#[CH:17])[CH2:12][CH:11]([N:19]([CH2:24][C:25]2[CH:26]=[C:27]([C:35]([F:38])([F:37])[F:36])[CH:28]=[C:29]([C:31]([F:34])([F:32])[F:33])[CH:30]=2)[C:20]([O:22][CH3:23])=[O:21])[CH2:10][CH:9]1[CH2:39][CH3:40])=[O:7])([CH3:4])([CH3:3])[CH3:2], predict the reactants needed to synthesize it. The reactants are: [C:1]([O:5][C:6]([N:8]1[CH:13]([CH2:14][CH:15]([OH:18])[C:16]#[CH:17])[CH2:12][CH:11]([N:19]([CH2:24][C:25]2[CH:30]=[C:29]([C:31]([F:34])([F:33])[F:32])[CH:28]=[C:27]([C:35]([F:38])([F:37])[F:36])[CH:26]=2)[C:20]([O:22][CH3:23])=[O:21])[CH2:10][CH:9]1[CH2:39][CH3:40])=[O:7])([CH3:4])([CH3:3])[CH3:2].CC(OI1(OC(C)=O)(OC(C)=O)OC(=O)C2C=CC=CC1=2)=O.O.[O-]S(S([O-])=O)=O.[Na+].[Na+]. (5) Given the product [Cl:1][C:2]1[N:11]=[CH:10][C:9]2[N:8]([CH2:12][C:13]([NH:35][CH:30]3[CH2:29][CH2:47][O:48][CH2:32][CH2:31]3)=[O:15])[CH2:7][C@@H:6]3[CH2:16][O:17][CH2:18][CH2:19][N:5]3[C:4]=2[N:3]=1, predict the reactants needed to synthesize it. The reactants are: [Cl:1][C:2]1[N:11]=[CH:10][C:9]2[N:8]([CH2:12][C:13]([OH:15])=O)[CH2:7][C@@H:6]3[CH2:16][O:17][CH2:18][CH2:19][N:5]3[C:4]=2[N:3]=1.CN(C(ON1N=[N:35][C:30]2[CH:31]=[CH:32]C=N[C:29]1=2)=[N+](C)C)C.F[P-](F)(F)(F)(F)F.NC1C[O:48][CH2:47]C1.C(N(CC)CC)C. (6) Given the product [CH3:20][C:21]1[CH:22]=[C:23]([CH:27]=[CH:28][C:29]=1[CH3:30])[C:24]([NH:1][C:2]1[CH:3]=[CH:4][C:5]([O:8][C:9]2[CH:19]=[CH:18][C:12]([C:13]([O:15][CH2:16][CH3:17])=[O:14])=[CH:11][CH:10]=2)=[N:6][CH:7]=1)=[O:25], predict the reactants needed to synthesize it. The reactants are: [NH2:1][C:2]1[CH:3]=[CH:4][C:5]([O:8][C:9]2[CH:19]=[CH:18][C:12]([C:13]([O:15][CH2:16][CH3:17])=[O:14])=[CH:11][CH:10]=2)=[N:6][CH:7]=1.[CH3:20][C:21]1[CH:22]=[C:23]([CH:27]=[CH:28][C:29]=1[CH3:30])[C:24](O)=[O:25].O.ON1C2C=CC=CC=2N=N1.Cl.C(N=C=NCCCN(C)C)C.